This data is from CYP1A2 inhibition data for predicting drug metabolism from PubChem BioAssay. The task is: Regression/Classification. Given a drug SMILES string, predict its absorption, distribution, metabolism, or excretion properties. Task type varies by dataset: regression for continuous measurements (e.g., permeability, clearance, half-life) or binary classification for categorical outcomes (e.g., BBB penetration, CYP inhibition). Dataset: cyp1a2_veith. The compound is CSc1c(-c2ccccc2)nc2ccccc2c1C(=O)O. The result is 0 (non-inhibitor).